Dataset: Forward reaction prediction with 1.9M reactions from USPTO patents (1976-2016). Task: Predict the product of the given reaction. (1) Given the reactants [NH2:1][CH2:2][C:3]1[CH:8]=[CH:7][N:6]=[CH:5][CH:4]=1.[Cl:9][C:10]1[CH:15]=[CH:14][N:13]=[C:12]2[CH:16]=[C:17]([C:19]([O-])=[O:20])[S:18][C:11]=12.[Li+], predict the reaction product. The product is: [N:6]1[CH:7]=[CH:8][C:3]([CH2:2][NH:1][C:19]([C:17]2[S:18][C:11]3[C:12](=[N:13][CH:14]=[CH:15][C:10]=3[Cl:9])[CH:16]=2)=[O:20])=[CH:4][CH:5]=1. (2) Given the reactants [C:1]([O:5][C:6]([N:8]1[CH2:12][C@@H:11]([O:13][C:14]2[CH:23]=[CH:22][C:21]3[C:16](=[CH:17][CH:18]=[CH:19][CH:20]=3)[CH:15]=2)[CH2:10][C@H:9]1[C:24]([O:26]C)=[O:25])=[O:7])([CH3:4])([CH3:3])[CH3:2].[OH-].[Na+], predict the reaction product. The product is: [C:1]([O:5][C:6]([N:8]1[CH2:12][C@@H:11]([O:13][C:14]2[CH:23]=[CH:22][C:21]3[C:16](=[CH:17][CH:18]=[CH:19][CH:20]=3)[CH:15]=2)[CH2:10][C@H:9]1[C:24]([OH:26])=[O:25])=[O:7])([CH3:4])([CH3:2])[CH3:3].